From a dataset of Full USPTO retrosynthesis dataset with 1.9M reactions from patents (1976-2016). Predict the reactants needed to synthesize the given product. (1) Given the product [S:4]1[CH:5]=[CH:6][N:7]=[C:3]1[C:11]([O:13][CH2:14][CH3:15])=[O:12], predict the reactants needed to synthesize it. The reactants are: C[Si](C)(C)[C:3]1[S:4][CH:5]=[CH:6][N:7]=1.Cl[C:11]([O:13][CH2:14][CH3:15])=[O:12].C(=O)([O-])[O-].[Na+].[Na+]. (2) Given the product [C:1]1([S:7]([NH:10][C:11]2[S:19][C:18]3[CH2:17][CH2:16][O:15][CH2:14][C:13]=3[C:12]=2[C:20]([OH:22])=[O:21])(=[O:8])=[O:9])[CH:2]=[CH:3][CH:4]=[CH:5][CH:6]=1, predict the reactants needed to synthesize it. The reactants are: [C:1]1([S:7]([NH:10][C:11]2[S:19][C:18]3[CH2:17][CH2:16][O:15][CH2:14][C:13]=3[C:12]=2[C:20]([O:22]C)=[O:21])(=[O:9])=[O:8])[CH:6]=[CH:5][CH:4]=[CH:3][CH:2]=1.C1(S(N(S(C2C=CC=CC=2)(=O)=O)C2SC3CCOCC=3C=2C(OC)=O)(=O)=O)C=CC=CC=1. (3) Given the product [CH2:1]([C:3](=[CH:6][CH2:7][CH2:8][CH3:9])[CH:4]=[O:5])[CH3:2], predict the reactants needed to synthesize it. The reactants are: [CH2:1]([CH:3]([CH2:6][CH2:7][CH2:8][CH3:9])[CH2:4][OH:5])[CH3:2].C(=O)CCC.